The task is: Predict the reaction yield, written as a fraction of the theoretical maximum amount of product (1.0 means a 100% yield; for example, 0.34 means a 34% yield).. This data is from Reaction yield outcomes from USPTO patents with 853,638 reactions. The reactants are [NH2:1][C:2]1[CH:10]=[C:9]([F:11])[CH:8]=[CH:7][C:3]=1[C:4](O)=[O:5].C(OCC)C.[CH:17]([NH2:19])=O. No catalyst specified. The product is [F:11][C:9]1[CH:10]=[C:2]2[C:3]([C:4](=[O:5])[NH:19][CH:17]=[N:1]2)=[CH:7][CH:8]=1. The yield is 0.470.